From a dataset of CYP1A2 inhibition data for predicting drug metabolism from PubChem BioAssay. Regression/Classification. Given a drug SMILES string, predict its absorption, distribution, metabolism, or excretion properties. Task type varies by dataset: regression for continuous measurements (e.g., permeability, clearance, half-life) or binary classification for categorical outcomes (e.g., BBB penetration, CYP inhibition). Dataset: cyp1a2_veith. (1) The molecule is Cc1ccc(COc2ccc(Br)cc2/C=N/O)cc1. The result is 1 (inhibitor). (2) The compound is CCCCC1(CCCC)C(=O)NC(=Nc2cccc(C)c2)NC1=O. The result is 0 (non-inhibitor).